Dataset: Reaction yield outcomes from USPTO patents with 853,638 reactions. Task: Predict the reaction yield, written as a fraction of the theoretical maximum amount of product (1.0 means a 100% yield; for example, 0.34 means a 34% yield). (1) The reactants are [NH2:1][C:2]1[N:7]=[CH:6][N:5]=[C:4]2[N:8]([CH:24]3[CH2:29][CH2:28][CH2:27][N:26]([C:30](=[O:34])[CH2:31][C:32]#[N:33])[CH2:25]3)[N:9]=[C:10]([C:11]3[CH:16]=[CH:15][C:14]([O:17][C:18]4[CH:23]=[CH:22][CH:21]=[CH:20][CH:19]=4)=[CH:13][CH:12]=3)[C:3]=12.CO.N1CCCCC1.[CH:43](=O)[C:44]([CH3:47])([CH3:46])[CH3:45]. The catalyst is ClCCl. The product is [NH2:1][C:2]1[N:7]=[CH:6][N:5]=[C:4]2[N:8]([C@@H:24]3[CH2:29][CH2:28][CH2:27][N:26]([C:30]([C:31](=[CH:43][C:44]([CH3:47])([CH3:46])[CH3:45])[C:32]#[N:33])=[O:34])[CH2:25]3)[N:9]=[C:10]([C:11]3[CH:12]=[CH:13][C:14]([O:17][C:18]4[CH:19]=[CH:20][CH:21]=[CH:22][CH:23]=4)=[CH:15][CH:16]=3)[C:3]=12. The yield is 0.260. (2) The reactants are [NH2:1][C:2]1[N:7]=[CH:6][N:5]=[C:4]2[N:8]([C@@H:25]3[CH2:30][CH2:29][CH2:28][N:27]([C:31](=[O:35])[CH2:32][C:33]#[N:34])[CH2:26]3)[N:9]=[C:10]([C:11]3[CH:16]=[CH:15][C:14]([O:17][C:18]4[CH:23]=[CH:22][CH:21]=[C:20]([F:24])[CH:19]=4)=[CH:13][CH:12]=3)[C:3]=12.[CH:36]1([CH:39]=O)[CH2:38][CH2:37]1.N1CCCCC1.ClCCl. The catalyst is CO. The product is [NH2:1][C:2]1[N:7]=[CH:6][N:5]=[C:4]2[N:8]([C@@H:25]3[CH2:30][CH2:29][CH2:28][N:27]([C:31]([C:32](=[CH:39][CH:36]4[CH2:38][CH2:37]4)[C:33]#[N:34])=[O:35])[CH2:26]3)[N:9]=[C:10]([C:11]3[CH:16]=[CH:15][C:14]([O:17][C:18]4[CH:23]=[CH:22][CH:21]=[C:20]([F:24])[CH:19]=4)=[CH:13][CH:12]=3)[C:3]=12. The yield is 0.270. (3) The yield is 0.770. The reactants are [Cl:1][C:2]1[N:7]2[N:8]=[C:9]([C:11]3[CH:16]=[CH:15][CH:14]=[CH:13][C:12]=3[Cl:17])[CH:10]=[C:6]2[N:5]=[CH:4][CH:3]=1.[I:18]N1C(=O)CCC1=O. The product is [Cl:1][C:2]1[N:7]2[N:8]=[C:9]([C:11]3[CH:16]=[CH:15][CH:14]=[CH:13][C:12]=3[Cl:17])[C:10]([I:18])=[C:6]2[N:5]=[CH:4][CH:3]=1. The catalyst is C(Cl)(Cl)Cl.C(Cl)Cl. (4) The reactants are Br[C:2]1[C:3]([C:24]2[CH:29]=[CH:28][C:27]([Cl:30])=[CH:26][CH:25]=2)=[C:4]2[C:9](=[CH:10][C:11]=1[CH3:12])[CH:8]=[C:7]([O:13][Si:14]([CH:21]([CH3:23])[CH3:22])([CH:18]([CH3:20])[CH3:19])[CH:15]([CH3:17])[CH3:16])[CH:6]=[CH:5]2.[Li]CCCC.[C:36]([O:43][CH2:44][CH3:45])(=[O:42])[C:37]([O:39]CC)=O. The catalyst is C1COCC1. The product is [Cl:30][C:27]1[CH:26]=[CH:25][C:24]([C:3]2[C:4]3[C:9](=[CH:8][C:7]([O:13][Si:14]([CH:21]([CH3:23])[CH3:22])([CH:18]([CH3:20])[CH3:19])[CH:15]([CH3:16])[CH3:17])=[CH:6][CH:5]=3)[CH:10]=[C:11]([CH3:12])[C:2]=2[C:37](=[O:39])[C:36]([O:43][CH2:44][CH3:45])=[O:42])=[CH:29][CH:28]=1. The yield is 0.810. (5) The reactants are [Br:1][C:2]1[CH:3]=[C:4]([C:12]2[O:16][N:15]=[C:14]([C:17]3[CH:22]=[CH:21][C:20]([NH:23][C@H:24]4[CH2:28][CH2:27][C@@H:26]([C:29]([O:31]CC)=[O:30])[CH2:25]4)=[CH:19][CH:18]=3)[N:13]=2)[CH:5]=[N:6][C:7]=1[O:8][CH:9]([CH3:11])[CH3:10].[OH-].[Na+].C1COCC1. The catalyst is C(O)C. The product is [Br:1][C:2]1[CH:3]=[C:4]([C:12]2[O:16][N:15]=[C:14]([C:17]3[CH:18]=[CH:19][C:20]([NH:23][C@H:24]4[CH2:28][CH2:27][C@@H:26]([C:29]([OH:31])=[O:30])[CH2:25]4)=[CH:21][CH:22]=3)[N:13]=2)[CH:5]=[N:6][C:7]=1[O:8][CH:9]([CH3:10])[CH3:11]. The yield is 0.920. (6) The reactants are I[C:2]1[CH:16]=[CH:15][C:5]([CH2:6][C:7]2[CH:12]=[CH:11][C:10]([O:13][CH3:14])=[CH:9][CH:8]=2)=[CH:4][CH:3]=1.C([O-])(O)=O.[Na+].[S:22]1[CH:26]=[CH:25][CH:24]=[C:23]1B(O)O. The catalyst is C1C=CC([P]([Pd]([P](C2C=CC=CC=2)(C2C=CC=CC=2)C2C=CC=CC=2)([P](C2C=CC=CC=2)(C2C=CC=CC=2)C2C=CC=CC=2)[P](C2C=CC=CC=2)(C2C=CC=CC=2)C2C=CC=CC=2)(C2C=CC=CC=2)C2C=CC=CC=2)=CC=1.C1(C)C=CC=CC=1.CCO. The product is [CH3:14][O:13][C:10]1[CH:11]=[CH:12][C:7]([CH2:6][C:5]2[CH:15]=[CH:16][C:2]([C:24]3[CH:25]=[CH:26][S:22][CH:23]=3)=[CH:3][CH:4]=2)=[CH:8][CH:9]=1. The yield is 0.790.